From a dataset of Full USPTO retrosynthesis dataset with 1.9M reactions from patents (1976-2016). Predict the reactants needed to synthesize the given product. (1) Given the product [CH3:1][N:2]1[CH2:7][CH2:6][CH2:5][CH:4]([O:8][C:9]2[CH:10]=[C:11]([CH2:12][NH2:13])[CH:14]=[CH:15][CH:16]=2)[CH2:3]1, predict the reactants needed to synthesize it. The reactants are: [CH3:1][N:2]1[CH2:7][CH2:6][CH2:5][CH:4]([O:8][C:9]2[CH:10]=[C:11]([CH:14]=[CH:15][CH:16]=2)[C:12]#[N:13])[CH2:3]1. (2) Given the product [N+:6]([C:9]1[CH:10]=[C:11]([CH2:15][C:16]([O:18][CH3:1])=[O:17])[CH:12]=[CH:13][CH:14]=1)([O-:8])=[O:7], predict the reactants needed to synthesize it. The reactants are: [CH3:1][Si](Cl)(C)C.[N+:6]([C:9]1[CH:10]=[C:11]([CH2:15][C:16]([OH:18])=[O:17])[CH:12]=[CH:13][CH:14]=1)([O-:8])=[O:7]. (3) Given the product [CH2:60]([O:67][C:31](=[O:43])[NH:35][C:71]1[CH:72]=[CH:73][C:68]([CH3:74])=[C:69]([N:17]2[CH:18]=[C:14]([C:4]3[CH:5]=[N:6][N:7]([C:8]4[CH:9]=[CH:10][CH:11]=[CH:12][CH:13]=4)[C:3]=3[CH2:1][CH3:2])[N:15]=[CH:16]2)[CH:70]=1)[C:61]1[CH:66]=[CH:65][CH:64]=[CH:63][CH:62]=1, predict the reactants needed to synthesize it. The reactants are: [CH2:1]([C:3]1[N:7]([C:8]2[CH:13]=[CH:12][CH:11]=[CH:10][CH:9]=2)[N:6]=[CH:5][C:4]=1[C:14]1[N:15]=[CH:16][N:17](C2C=C(C=CC=2C)C(O)=O)[CH:18]=1)[CH3:2].C([C:31]1[NH:35]N=CC=1)C.C1C=CC(P(N=[N+]=[N-])(C2C=CC=CC=2)=[O:43])=CC=1.CCN(CC)CC.[CH2:60]([OH:67])[C:61]1[CH:66]=[CH:65][CH:64]=[CH:63][CH:62]=1.[C:68]1([CH3:74])[CH:73]=[CH:72][CH:71]=[CH:70][CH:69]=1. (4) Given the product [CH3:12][NH:11][S:10]([C:8]1[CH:7]=[CH:6][C:5]([O:15][CH:16]([CH3:21])[C:17]([F:19])([F:18])[F:20])=[C:4]([CH:9]=1)[C:3]([OH:22])=[O:2])(=[O:13])=[O:14], predict the reactants needed to synthesize it. The reactants are: C[O:2][C:3](=[O:22])[C:4]1[CH:9]=[C:8]([S:10](=[O:14])(=[O:13])[NH:11][CH3:12])[CH:7]=[CH:6][C:5]=1[O:15][CH:16]([CH3:21])[C:17]([F:20])([F:19])[F:18].[OH-].[Na+]. (5) Given the product [F:17][C:5]1[C:6]([C:8]2[CH:13]=[CH:12][C:11]([F:14])=[CH:10][C:9]=2[O:15][CH3:16])=[N:7][C:2]([NH:22][C:21]2[CH:23]=[C:24]([CH2:26][S:27][CH3:28])[CH:25]=[C:19]([CH3:18])[CH:20]=2)=[N:3][CH:4]=1, predict the reactants needed to synthesize it. The reactants are: Cl[C:2]1[N:7]=[C:6]([C:8]2[CH:13]=[CH:12][C:11]([F:14])=[CH:10][C:9]=2[O:15][CH3:16])[C:5]([F:17])=[CH:4][N:3]=1.[CH3:18][C:19]1[CH:20]=[C:21]([CH:23]=[C:24]([CH2:26][S:27][CH3:28])[CH:25]=1)[NH2:22].